Predict which catalyst facilitates the given reaction. From a dataset of Catalyst prediction with 721,799 reactions and 888 catalyst types from USPTO. (1) The catalyst class is: 4. Reactant: [C:1]([NH2:11])(=[O:10])[CH:2]([C:4]1[CH:9]=[CH:8][CH:7]=[CH:6][CH:5]=1)[OH:3].[CH2:12](N(C(C)C)C(C)C)C.[C:21]1([CH3:31])[CH:26]=[CH:25][C:24]([S:27](Cl)(=[O:29])=[O:28])=[CH:23][CH:22]=1. Product: [CH3:12][NH:11][C:1]([C@@H:2]([O:3][S:27]([C:24]1[CH:25]=[CH:26][C:21]([CH3:31])=[CH:22][CH:23]=1)(=[O:29])=[O:28])[C:4]1[CH:9]=[CH:8][CH:7]=[CH:6][CH:5]=1)=[O:10]. (2) Reactant: C1(C)C=CC(OCC([Cl:11])=O)=CC=1.[CH2:13]([C:16]1[CH:27]=[CH:26][C:19]([O:20][CH:21]([CH3:25])[C:22](O)=[O:23])=[CH:18][CH:17]=1)[CH2:14][CH3:15].O=S(Cl)Cl. Product: [CH2:13]([C:16]1[CH:27]=[CH:26][C:19]([O:20][CH:21]([CH3:25])[C:22]([Cl:11])=[O:23])=[CH:18][CH:17]=1)[CH2:14][CH3:15]. The catalyst class is: 48. (3) Reactant: [NH2:1][CH:2]([CH2:12][C:13]1[CH:18]=[CH:17][C:16]([O:19][C:20]2[CH:25]=[CH:24][CH:23]=[CH:22][CH:21]=2)=[CH:15][CH:14]=1)[CH:3]([C:5]1[CH:10]=[CH:9][C:8]([F:11])=[CH:7][CH:6]=1)[OH:4].[C:26]1([CH2:32][CH2:33][C:34](Cl)=[O:35])[CH:31]=[CH:30][CH:29]=[CH:28][CH:27]=1.C(=O)([O-])O.[Na+]. Product: [F:11][C:8]1[CH:7]=[CH:6][C:5]([CH:3]([OH:4])[CH:2]([NH:1][C:34](=[O:35])[CH2:33][CH2:32][C:26]2[CH:31]=[CH:30][CH:29]=[CH:28][CH:27]=2)[CH2:12][C:13]2[CH:18]=[CH:17][C:16]([O:19][C:20]3[CH:25]=[CH:24][CH:23]=[CH:22][CH:21]=3)=[CH:15][CH:14]=2)=[CH:10][CH:9]=1. The catalyst class is: 84. (4) Reactant: CNC(NCCC[C@H](N)C(O)=O)=NC.C(O[C:23]([N:25]1[CH2:29][CH2:28][CH2:27][C@@H:26]1[C:30]([C:32]1[C:40]2[C:35](=[CH:36][CH:37]=[C:38]([Br:41])[CH:39]=2)[NH:34][CH:33]=1)=O)=O)C1C=CC=CC=1.[OH-].[Na+]. Product: [Br:41][C:38]1[CH:39]=[C:40]2[C:35](=[CH:36][CH:37]=1)[NH:34][CH:33]=[C:32]2[CH2:30][C@H:26]1[CH2:27][CH2:28][CH2:29][N:25]1[CH3:23]. The catalyst class is: 11. (5) Reactant: [CH3:1][O:2][C:3]([C:5]1[S:6][C:7]2[C:8](Br)(Br)[CH2:9][O:10][C:11]3[CH:18]=[CH:17][C:16]([Br:19])=[CH:15][C:12]=3[C:13]=2[N:14]=1)=[O:4].CC(C)=[O:24]. Product: [CH3:1][O:2][C:3]([C:5]1[S:6][C:7]2[C:8](=[O:24])[CH2:9][O:10][C:11]3[CH:18]=[CH:17][C:16]([Br:19])=[CH:15][C:12]=3[C:13]=2[N:14]=1)=[O:4]. The catalyst class is: 6. (6) Reactant: [CH3:1][O:2][C:3]1[CH:8]=[CH:7][C:6]([NH:9][C:10](=O)[CH2:11][O:12][C:13]2[CH:18]=[CH:17][C:16]([O:19][C:20]3[C:29]4[C:24](=[CH:25][C:26]([O:32][CH3:33])=[C:27]([O:30][CH3:31])[CH:28]=4)[N:23]=[CH:22][CH:21]=3)=[CH:15][CH:14]=2)=[CH:5][CH:4]=1.Cl.[OH-].[Na+]. Product: [CH3:31][O:30][C:27]1[CH:28]=[C:29]2[C:24](=[CH:25][C:26]=1[O:32][CH3:33])[N:23]=[CH:22][CH:21]=[C:20]2[O:19][C:16]1[CH:15]=[CH:14][C:13]([O:12][CH2:11][CH2:10][NH:9][C:6]2[CH:5]=[CH:4][C:3]([O:2][CH3:1])=[CH:8][CH:7]=2)=[CH:18][CH:17]=1. The catalyst class is: 7.